This data is from Full USPTO retrosynthesis dataset with 1.9M reactions from patents (1976-2016). The task is: Predict the reactants needed to synthesize the given product. (1) The reactants are: FC(F)(F)S(O[C:7]1[CH:12]=[CH:11][C:10]([CH:13]2[NH:17][C:16](=[O:18])[CH2:15][CH2:14]2)=[CH:9][CH:8]=1)(=O)=O.[CH3:21][N:22](C=O)C. Given the product [C:21]([C:7]1[CH:12]=[CH:11][C:10]([CH:13]2[NH:17][C:16](=[O:18])[CH2:15][CH2:14]2)=[CH:9][CH:8]=1)#[N:22], predict the reactants needed to synthesize it. (2) Given the product [S:15]1[C:19]2[CH:20]=[CH:21][CH:22]=[CH:23][C:18]=2[N:17]=[C:16]1[C:24](=[O:27])[CH2:25][S:14][C:4]1[N:3]([CH2:1][CH3:2])[C:7]([C:8]2[CH:9]=[CH:10][CH:11]=[CH:12][CH:13]=2)=[N:6][N:5]=1, predict the reactants needed to synthesize it. The reactants are: [CH2:1]([N:3]1[C:7]([C:8]2[CH:13]=[CH:12][CH:11]=[CH:10][CH:9]=2)=[N:6][N:5]=[C:4]1[SH:14])[CH3:2].[S:15]1[C:19]2[CH:20]=[CH:21][CH:22]=[CH:23][C:18]=2[N:17]=[C:16]1[C:24](=[O:27])[CH2:25]Br.C(=O)([O-])[O-].[K+].[K+].[I].[K]. (3) Given the product [N:1]1[CH:6]=[CH:5][CH:4]=[C:3]2[CH:7]([NH2:10])[CH2:8][CH2:9][C:2]=12, predict the reactants needed to synthesize it. The reactants are: [N:1]1[CH:6]=[CH:5][CH:4]=[C:3]2/[C:7](=[N:10]\O)/[CH2:8][CH2:9][C:2]=12.[BH4-].[Na+].